This data is from Full USPTO retrosynthesis dataset with 1.9M reactions from patents (1976-2016). The task is: Predict the reactants needed to synthesize the given product. The reactants are: C([C:3]1([C:47]([OH:49])=O)[CH2:8][N:7](C(OC(C)(C)C)=O)[CH2:6][CH2:5][N:4]1[CH2:16][C:17]1[CH:22]=[CH:21][C:20]([C:23](=[O:44])[NH:24][C:25]2[CH:30]=[CH:29][C:28]([Cl:31])=[CH:27][C:26]=2[N:32]2[CH2:37][CH2:36][N:35]([CH2:38][CH2:39][C:40]([F:43])([F:42])[F:41])[CH2:34][CH2:33]2)=[C:19]([F:45])[C:18]=1[F:46])C.N.C[N:52](C(ON1N=NC2C=CC=NC1=2)=[N+](C)C)C.F[P-](F)(F)(F)(F)F. Given the product [Cl:31][C:28]1[CH:29]=[CH:30][C:25]([NH:24][C:23]([C:20]2[CH:21]=[CH:22][C:17]([CH2:16][N:4]3[CH2:5][CH2:6][NH:7][CH2:8][CH:3]3[C:47]([NH2:52])=[O:49])=[C:18]([F:46])[C:19]=2[F:45])=[O:44])=[C:26]([N:32]2[CH2:37][CH2:36][N:35]([CH2:38][CH2:39][C:40]([F:43])([F:42])[F:41])[CH2:34][CH2:33]2)[CH:27]=1, predict the reactants needed to synthesize it.